From a dataset of Catalyst prediction with 721,799 reactions and 888 catalyst types from USPTO. Predict which catalyst facilitates the given reaction. (1) Reactant: C([SiH](CC)CC)C.[CH2:8]([O:10][C:11]([C:13]1[NH:14][CH:15]=[C:16]([C:18](=O)[CH2:19][C:20]2[CH:25]=[CH:24][C:23]([F:26])=[CH:22][CH:21]=2)[CH:17]=1)=[O:12])[CH3:9]. Product: [CH2:8]([O:10][C:11]([C:13]1[NH:14][CH:15]=[C:16]([CH2:18][CH2:19][C:20]2[CH:21]=[CH:22][C:23]([F:26])=[CH:24][CH:25]=2)[CH:17]=1)=[O:12])[CH3:9]. The catalyst class is: 55. (2) Reactant: CC1C=CC(S(O[CH2:12][C@H:13]2[CH2:22][CH2:21][C:20]3[C:15](=[C:16]([C:24]4[CH:29]=[CH:28][CH:27]=[CH:26][C:25]=4[CH3:30])[C:17]([Cl:23])=[CH:18][CH:19]=3)[O:14]2)(=O)=O)=CC=1.[N-:31]=[N+:32]=[N-:33].[Na+]. Product: [N:31]([CH2:12][C@H:13]1[CH2:22][CH2:21][C:20]2[C:15](=[C:16]([C:24]3[CH:29]=[CH:28][CH:27]=[CH:26][C:25]=3[CH3:30])[C:17]([Cl:23])=[CH:18][CH:19]=2)[O:14]1)=[N+:32]=[N-:33]. The catalyst class is: 16.